Dataset: Forward reaction prediction with 1.9M reactions from USPTO patents (1976-2016). Task: Predict the product of the given reaction. (1) Given the reactants [O:1]([CH:8]1[CH2:13][CH2:12][NH:11][CH2:10][CH2:9]1)[C:2]1[CH:7]=[CH:6][CH:5]=[CH:4][CH:3]=1.[Cl:14][CH2:15][C:16](Cl)=[O:17], predict the reaction product. The product is: [Cl:14][CH2:15][C:16]([N:11]1[CH2:12][CH2:13][CH:8]([O:1][C:2]2[CH:3]=[CH:4][CH:5]=[CH:6][CH:7]=2)[CH2:9][CH2:10]1)=[O:17]. (2) Given the reactants [F:1][C:2]([F:36])([F:35])[C:3]1[CH:8]=[CH:7][C:6]([C:9]2[CH:14]=[CH:13][C:12]([CH:15]([O:18][C:19]3[CH:34]=[CH:33][C:22]([C:23]([NH:25][CH2:26][CH2:27][C:28]([O:30]CC)=[O:29])=[O:24])=[CH:21][CH:20]=3)[CH2:16][CH3:17])=[CH:11][CH:10]=2)=[CH:5][CH:4]=1.[OH-].[Na+].Cl, predict the reaction product. The product is: [F:1][C:2]([F:35])([F:36])[C:3]1[CH:4]=[CH:5][C:6]([C:9]2[CH:14]=[CH:13][C:12]([CH:15]([O:18][C:19]3[CH:20]=[CH:21][C:22]([C:23]([NH:25][CH2:26][CH2:27][C:28]([OH:30])=[O:29])=[O:24])=[CH:33][CH:34]=3)[CH2:16][CH3:17])=[CH:11][CH:10]=2)=[CH:7][CH:8]=1. (3) The product is: [C:1]([N:4]1[C:13]2[C:8](=[CH:9][C:10]([C:14]([NH2:31])=[O:15])=[CH:11][CH:12]=2)[CH:7]([NH:17][C:18]2[CH:23]=[CH:22][C:21]([C:24]3[N:25]=[C:26]([CH3:29])[S:27][CH:28]=3)=[CH:20][CH:19]=2)[CH2:6][CH:5]1[CH3:30])(=[O:3])[CH3:2]. Given the reactants [C:1]([N:4]1[C:13]2[C:8](=[CH:9][C:10]([C:14](O)=[O:15])=[CH:11][CH:12]=2)[C@H:7]([NH:17][C:18]2[CH:23]=[CH:22][C:21]([C:24]3[N:25]=[C:26]([CH3:29])[S:27][CH:28]=3)=[CH:20][CH:19]=2)[CH2:6][C@@H:5]1[CH3:30])(=[O:3])[CH3:2].[NH3:31], predict the reaction product.